From a dataset of Forward reaction prediction with 1.9M reactions from USPTO patents (1976-2016). Predict the product of the given reaction. (1) Given the reactants [C:1]([O:5][C:6](=[O:23])[N:7]([CH2:13][C:14]1[CH:22]=[CH:21][C:17]2[O:18][CH2:19][O:20][C:16]=2[CH:15]=1)[CH2:8][CH2:9][CH2:10][NH:11][CH3:12])([CH3:4])([CH3:3])[CH3:2].C(N(CC)CC)C.[Cl:31][C:32]1[N:36]=[C:35](Cl)[S:34][N:33]=1.O, predict the reaction product. The product is: [C:1]([O:5][C:6](=[O:23])[N:7]([CH2:13][C:14]1[CH:22]=[CH:21][C:17]2[O:18][CH2:19][O:20][C:16]=2[CH:15]=1)[CH2:8][CH2:9][CH2:10][N:11]([C:35]1[S:34][N:33]=[C:32]([Cl:31])[N:36]=1)[CH3:12])([CH3:4])([CH3:2])[CH3:3]. (2) Given the reactants [Cl:1][C:2]1[N:7]=[C:6]2[CH:8]=[C:9]([C:11]([OH:13])=[O:12])[NH:10][C:5]2=[CH:4][CH:3]=1.[C:14]([O-:17])([O-])=O.[Cs+].[Cs+].[C:20]([Si:24]([O:37][CH2:38][C:39]1[CH:44]=[CH:43][CH:42]=[C:41]([CH2:45]Cl)[CH:40]=1)([C:31]1[CH:36]=[CH:35][CH:34]=[CH:33][CH:32]=1)[C:25]1[CH:30]=[CH:29][CH:28]=[CH:27][CH:26]=1)([CH3:23])([CH3:22])[CH3:21], predict the reaction product. The product is: [Si:24]([O:17][CH2:14][C:43]1[CH:44]=[C:39]([CH:40]=[CH:41][CH:42]=1)[CH2:38][N:10]1[C:5]2[C:6](=[N:7][C:2]([Cl:1])=[CH:3][CH:4]=2)[CH:8]=[C:9]1[C:11]([O:13][CH2:45][C:41]1[CH:42]=[CH:43][CH:44]=[C:39]([CH2:38][O:37][Si:24]([C:20]([CH3:23])([CH3:21])[CH3:22])([C:31]2[CH:36]=[CH:35][CH:34]=[CH:33][CH:32]=2)[C:25]2[CH:30]=[CH:29][CH:28]=[CH:27][CH:26]=2)[CH:40]=1)=[O:12])([C:20]([CH3:23])([CH3:21])[CH3:22])([C:31]1[CH:36]=[CH:35][CH:34]=[CH:33][CH:32]=1)[C:25]1[CH:30]=[CH:29][CH:28]=[CH:27][CH:26]=1. (3) Given the reactants [C:1]([C@@H:6]([NH:10][C@H:11]([C:13]([OH:15])=[O:14])[CH3:12])[CH2:7][CH2:8][CH3:9])([O:3][CH2:4][CH3:5])=[O:2].F[P-](F)(F)(F)(F)F.[N:23]1(OC(N(C)C)=[N+](C)C)[C:27]2[CH:28]=[CH:29][CH:30]=[CH:31][C:26]=2N=N1, predict the reaction product. The product is: [CH2:4]([O:3][C:1]([C@@H:6]([NH:10][C@@H:11]([CH3:12])[C:13]([O:15][C:1]([CH:6]1[CH2:7][CH:26]2[CH:27]([CH2:28][CH2:29][CH2:30][CH2:31]2)[NH:23]1)=[O:2])=[O:14])[CH2:7][CH2:8][CH3:9])=[O:2])[CH3:5]. (4) Given the reactants [F:1][C:2]([F:13])([F:12])[C:3]1[CH:4]=[C:5]([CH:9]=[CH:10][CH:11]=1)[C:6](Cl)=[O:7].[N+:14]([C:17]1[CH:18]=[C:19]([CH:21]=[CH:22][C:23]=1[CH3:24])[NH2:20])([O-:16])=[O:15], predict the reaction product. The product is: [CH3:24][C:23]1[CH:22]=[CH:21][C:19]([NH:20][C:6](=[O:7])[C:5]2[CH:9]=[CH:10][CH:11]=[C:3]([C:2]([F:13])([F:12])[F:1])[CH:4]=2)=[CH:18][C:17]=1[N+:14]([O-:16])=[O:15]. (5) Given the reactants [Cl:1][C:2]1[C:7]([N+:8]([O-:10])=[O:9])=[C:6](Cl)[C:5]([CH3:12])=[C:4]([CH3:13])[N:3]=1.C(N(CC)CC)C.[CH2:21]([NH2:25])[CH:22]([CH3:24])[CH3:23], predict the reaction product. The product is: [Cl:1][C:2]1[C:7]([N+:8]([O-:10])=[O:9])=[C:6]([NH:25][CH2:21][CH:22]([CH3:24])[CH3:23])[C:5]([CH3:12])=[C:4]([CH3:13])[N:3]=1. (6) Given the reactants [Cl:1][C:2]1[CH:7]=[C:6]([Cl:8])[CH:5]=[C:4]([Cl:9])[C:3]=1[CH2:10][CH2:11][C:12](=O)[CH3:13].C(N(CC)CC)C.Cl.[CH3:23][O:24][NH2:25], predict the reaction product. The product is: [CH3:23][O:24][N:25]=[C:12]([CH2:11][CH2:10][C:3]1[C:2]([Cl:1])=[CH:7][C:6]([Cl:8])=[CH:5][C:4]=1[Cl:9])[CH3:13]. (7) The product is: [CH:1]([O:3][CH2:4][CH2:5][O:6][N:27]1[C:31](=[O:32])[C:30]2[C:29](=[CH:36][CH:35]=[CH:34][CH:33]=2)[C:28]1=[O:37])=[CH2:2]. Given the reactants [CH:1]([O:3][CH2:4][CH2:5][OH:6])=[CH2:2].C1(P(C2C=CC=CC=2)C2C=CC=CC=2)C=CC=CC=1.O[N:27]1[C:31](=[O:32])[C:30]2=[CH:33][CH:34]=[CH:35][CH:36]=[C:29]2[C:28]1=[O:37].CCOC(/N=N/C(OCC)=O)=O, predict the reaction product. (8) Given the reactants Br[C:2]1[C:3]([O:25][CH3:26])=[C:4]([C:9]2[N:13]=[C:12]([C:14]3[CH:19]=[CH:18][C:17]([O:20][CH:21]([CH3:23])[CH3:22])=[C:16]([Cl:24])[CH:15]=3)[O:11][N:10]=2)[CH:5]=[C:6]([F:8])[CH:7]=1.C(P(C(C)(C)C)C(C)(C)C)(C)(C)C.C(=O)([O-])[O-].[Cs+].[Cs+].Br[Zn][CH2:48][CH2:49][CH2:50][C:51]([O:53][CH2:54][CH3:55])=[O:52], predict the reaction product. The product is: [Cl:24][C:16]1[CH:15]=[C:14]([C:12]2[O:11][N:10]=[C:9]([C:4]3[C:3]([O:25][CH3:26])=[C:2]([CH2:48][CH2:49][CH2:50][C:51]([O:53][CH2:54][CH3:55])=[O:52])[CH:7]=[C:6]([F:8])[CH:5]=3)[N:13]=2)[CH:19]=[CH:18][C:17]=1[O:20][CH:21]([CH3:23])[CH3:22].